This data is from Peptide-MHC class II binding affinity with 134,281 pairs from IEDB. The task is: Regression. Given a peptide amino acid sequence and an MHC pseudo amino acid sequence, predict their binding affinity value. This is MHC class II binding data. The MHC is DRB4_0101 with pseudo-sequence DRB4_0103. The binding affinity (normalized) is 0.526. The peptide sequence is CSAVPVHWVPTSRTTW.